From a dataset of Forward reaction prediction with 1.9M reactions from USPTO patents (1976-2016). Predict the product of the given reaction. (1) Given the reactants [CH3:1][C:2]1[C:7]([CH:8]([CH2:13][CH2:14][CH3:15])[C:9]([O:11]C)=[O:10])=[C:6]([C:16]2[CH:21]=[CH:20][CH:19]=[CH:18][CH:17]=2)[N:5]=[C:4]([N:22]2[CH2:27][CH2:26][CH2:25][CH2:24][CH2:23]2)[N:3]=1.[OH-].[Na+], predict the reaction product. The product is: [CH3:1][C:2]1[C:7]([CH:8]([CH2:13][CH2:14][CH3:15])[C:9]([OH:11])=[O:10])=[C:6]([C:16]2[CH:21]=[CH:20][CH:19]=[CH:18][CH:17]=2)[N:5]=[C:4]([N:22]2[CH2:27][CH2:26][CH2:25][CH2:24][CH2:23]2)[N:3]=1. (2) Given the reactants [I-].C(C[P+](C)(C)C)#N.[S:9]1[C:13]2[CH:14]=[C:15]([CH2:18]O)[CH:16]=[CH:17][C:12]=2[N:11]=[CH:10]1.[CH:20]1[NH:26][C:25]2[N:27]([C@@H:30]3[O:34][C@H:33]([CH2:35][OH:36])[C@@H:32]([OH:37])[C@H:31]3[OH:38])[CH:28]=[N:29][C:24]=2[C:22](=[S:23])[N:21]=1.CCN(C(C)C)C(C)C, predict the reaction product. The product is: [S:9]1[C:13]2[CH:14]=[C:15]([CH2:18][S:23][C:22]3[N:21]=[CH:20][N:26]=[C:25]4[C:24]=3[N:29]=[CH:28][N:27]4[C@@H:30]3[O:34][C@H:33]([CH2:35][OH:36])[C@@H:32]([OH:37])[C@H:31]3[OH:38])[CH:16]=[CH:17][C:12]=2[N:11]=[CH:10]1.